From a dataset of Peptide-MHC class I binding affinity with 185,985 pairs from IEDB/IMGT. Regression. Given a peptide amino acid sequence and an MHC pseudo amino acid sequence, predict their binding affinity value. This is MHC class I binding data. (1) The MHC is Mamu-B01 with pseudo-sequence Mamu-B01. The peptide sequence is ADWDLQHPQPA. The binding affinity (normalized) is 0. (2) The peptide sequence is ASLPTTIAK. The MHC is HLA-B07:02 with pseudo-sequence HLA-B07:02. The binding affinity (normalized) is 0.0847. (3) The peptide sequence is LLPLTSLVI. The MHC is HLA-A68:02 with pseudo-sequence HLA-A68:02. The binding affinity (normalized) is 0. (4) The peptide sequence is CHEGINPNMSC. The MHC is H-2-Db with pseudo-sequence H-2-Db. The binding affinity (normalized) is 0. (5) The peptide sequence is QTANVVFRYM. The MHC is HLA-A02:01 with pseudo-sequence HLA-A02:01. The binding affinity (normalized) is 0.391. (6) The peptide sequence is ERYFRIHSL. The MHC is HLA-A02:02 with pseudo-sequence HLA-A02:02. The binding affinity (normalized) is 0. (7) The peptide sequence is GQVQLKKPY. The MHC is HLA-A26:02 with pseudo-sequence HLA-A26:02. The binding affinity (normalized) is 0.0847.